From a dataset of Merck oncology drug combination screen with 23,052 pairs across 39 cell lines. Regression. Given two drug SMILES strings and cell line genomic features, predict the synergy score measuring deviation from expected non-interaction effect. (1) Drug 1: O=C(CCCCCCC(=O)Nc1ccccc1)NO. Drug 2: O=C(NOCC(O)CO)c1ccc(F)c(F)c1Nc1ccc(I)cc1F. Cell line: PA1. Synergy scores: synergy=3.78. (2) Cell line: A2058. Drug 2: COC1CC2CCC(C)C(O)(O2)C(=O)C(=O)N2CCCCC2C(=O)OC(C(C)CC2CCC(OP(C)(C)=O)C(OC)C2)CC(=O)C(C)C=C(C)C(O)C(OC)C(=O)C(C)CC(C)C=CC=CC=C1C. Drug 1: NC1(c2ccc(-c3nc4ccn5c(=O)[nH]nc5c4cc3-c3ccccc3)cc2)CCC1. Synergy scores: synergy=50.6. (3) Drug 1: CN(C)C(=N)N=C(N)N. Drug 2: CC1(c2nc3c(C(N)=O)cccc3[nH]2)CCCN1. Cell line: HCT116. Synergy scores: synergy=-0.455. (4) Drug 1: O=P1(N(CCCl)CCCl)NCCCO1. Drug 2: N#Cc1ccc(Cn2cncc2CN2CCN(c3cccc(Cl)c3)C(=O)C2)cc1. Cell line: UWB1289BRCA1. Synergy scores: synergy=-3.77. (5) Drug 1: CCN(CC)CCNC(=O)c1c(C)[nH]c(C=C2C(=O)Nc3ccc(F)cc32)c1C. Drug 2: O=C(O)C1(Cc2cccc(Nc3nccs3)n2)CCC(Oc2cccc(Cl)c2F)CC1. Cell line: T47D. Synergy scores: synergy=5.51.